Dataset: Full USPTO retrosynthesis dataset with 1.9M reactions from patents (1976-2016). Task: Predict the reactants needed to synthesize the given product. (1) Given the product [CH3:3]/[C:4](/[C:7]1[N:11]([C:12]2[CH:17]=[CH:16][C:15]([OH:18])=[CH:14][C:13]=2[F:19])[N:10]=[C:9]([CH3:20])[C:8]=1[C:21](=[N:1][OH:2])[NH2:22])=[CH:5]/[CH3:6], predict the reactants needed to synthesize it. The reactants are: [NH2:1][OH:2].[CH3:3]/[C:4](/[C:7]1[N:11]([C:12]2[CH:17]=[CH:16][C:15]([OH:18])=[CH:14][C:13]=2[F:19])[N:10]=[C:9]([CH3:20])[C:8]=1[C:21]#[N:22])=[CH:5]/[CH3:6].CC1SC=C(C)C=1C1N(C2C=CC(O)=CC=2F)N=C(C)C=1C#N. (2) The reactants are: [CH3:1][C:2]1[C:11]2[C:6](=[CH:7][CH:8]=[CH:9][CH:10]=2)[C:5]([C:12]2[O:13][C:14](=[O:22])[C:15]3[N:21]=[CH:20][CH:19]=[CH:18][C:16]=3[N:17]=2)=[CH:4][CH:3]=1.[CH:23]1([CH2:27][NH2:28])[CH2:26][CH2:25][CH2:24]1. Given the product [CH:23]1([CH2:27][NH:28][C:14]([C:15]2[C:16]([NH:17][C:12]([C:5]3[C:6]4[C:11](=[CH:10][CH:9]=[CH:8][CH:7]=4)[C:2]([CH3:1])=[CH:3][CH:4]=3)=[O:13])=[CH:18][CH:19]=[CH:20][N:21]=2)=[O:22])[CH2:26][CH2:25][CH2:24]1, predict the reactants needed to synthesize it. (3) Given the product [ClH:15].[NH:9]1[CH2:10][CH2:11][C:12](=[O:14])/[C:13](=[N:5]/[OH:4])/[C:8]1=[O:7], predict the reactants needed to synthesize it. The reactants are: C([O:4][N:5]=O)(C)C.[O:7]=[C:8]1[CH2:13][C:12](=[O:14])[CH2:11][CH2:10][NH:9]1.[ClH:15]. (4) Given the product [CH:19]([C:13]1[CH:14]=[C:15]([CH:16]([CH3:18])[CH3:17])[N:11]([CH:8]2[CH2:9][CH2:10][C:5](=[O:4])[CH2:6][CH2:7]2)[N:12]=1)([CH3:20])[CH3:21], predict the reactants needed to synthesize it. The reactants are: O1[C:5]2([CH2:10][CH2:9][CH:8]([N:11]3[C:15]([CH:16]([CH3:18])[CH3:17])=[CH:14][C:13]([CH:19]([CH3:21])[CH3:20])=[N:12]3)[CH2:7][CH2:6]2)[O:4]CC1.Cl. (5) Given the product [F:21][C:29]1[CH:33]=[CH:7][C:6]([NH:3][C:11]([C:8]2([C:14]([OH:16])=[O:15])[CH2:10][CH2:9]2)=[O:12])=[CH:31][CH:30]=1, predict the reactants needed to synthesize it. The reactants are: C([N:3]([CH2:6][CH3:7])CC)C.[C:8]1([C:14]([OH:16])=[O:15])([C:11](O)=[O:12])[CH2:10][CH2:9]1.S(Cl)(Cl)=O.[F:21]NC1C=CC=CC=1.[CH2:29]1[CH2:33]O[CH2:31][CH2:30]1. (6) Given the product [Cl:1][C:2]1[C:11]([O:12][CH3:13])=[CH:10][C:5]([C:6]([O:8][CH3:9])=[O:7])=[CH:4][C:3]=1[C:14]#[C:15][C:17]1[CH:18]=[N:19][C:20]([NH:23][C:24]2[CH:29]=[CH:28][C:27]([N:30]3[CH2:31][C@@H:32]([CH3:37])[NH:33][C@@H:34]([CH3:36])[CH2:35]3)=[CH:26][CH:25]=2)=[N:21][CH:22]=1, predict the reactants needed to synthesize it. The reactants are: [Cl:1][C:2]1[C:11]([O:12][CH3:13])=[CH:10][C:5]([C:6]([O:8][CH3:9])=[O:7])=[CH:4][C:3]=1[C:14]#[CH:15].Br[C:17]1[CH:18]=[N:19][C:20]([NH:23][C:24]2[CH:29]=[CH:28][C:27]([N:30]3[CH2:35][C@H:34]([CH3:36])[NH:33][C@H:32]([CH3:37])[CH2:31]3)=[CH:26][CH:25]=2)=[N:21][CH:22]=1. (7) Given the product [F:11][C:12]1[CH:13]=[C:14]([C:15]2[O:1][N:2]=[C:3]([C:4]3[CH:5]=[N:6][CH:7]=[CH:8][CH:9]=3)[N:10]=2)[CH:18]=[CH:19][C:20]=1[F:21], predict the reactants needed to synthesize it. The reactants are: [OH:1][N:2]=[C:3]([NH2:10])[C:4]1[CH:9]=[CH:8][CH:7]=[N:6][CH:5]=1.[F:11][C:12]1[CH:13]=[C:14]([CH:18]=[CH:19][C:20]=1[F:21])[C:15](O)=O.N. (8) Given the product [Br:21][C:12]1[C:7]([Cl:6])=[N:8][C:9]([S:19][CH3:20])=[N:10][C:11]=1[N:13]1[CH2:17][CH2:16][CH2:15][CH:14]1[CH3:18], predict the reactants needed to synthesize it. The reactants are: C([O-])(=O)C.[Na+].[Cl:6][C:7]1[CH:12]=[C:11]([N:13]2[CH2:17][CH2:16][CH2:15][CH:14]2[CH3:18])[N:10]=[C:9]([S:19][CH3:20])[N:8]=1.[Br:21]Br. (9) Given the product [O:19]1[CH2:20][CH:17]([N:14]2[CH2:13][CH2:12][N:11]([C:5]3[CH:6]=[N:7][CH:8]=[CH:9][C:4]=3[NH2:1])[CH2:16][CH2:15]2)[CH2:18]1, predict the reactants needed to synthesize it. The reactants are: [N+:1]([C:4]1[CH:9]=[CH:8][N+:7]([O-])=[CH:6][C:5]=1[N:11]1[CH2:16][CH2:15][N:14]([CH:17]2[CH2:20][O:19][CH2:18]2)[CH2:13][CH2:12]1)([O-])=O.CCOC(C)=O.